Task: Predict the product of the given reaction.. Dataset: Forward reaction prediction with 1.9M reactions from USPTO patents (1976-2016) (1) Given the reactants [Cl:1][C:2]1[CH:7]=[C:6]([N+:8]([O-])=O)[CH:5]=[C:4]([Cl:11])[C:3]=1[O:12][C:13]1[CH:18]=[CH:17][C:16]([S:19]([CH3:22])(=[O:21])=[O:20])=[CH:15][CH:14]=1, predict the reaction product. The product is: [Cl:1][C:2]1[CH:7]=[C:6]([NH2:8])[CH:5]=[C:4]([Cl:11])[C:3]=1[O:12][C:13]1[CH:14]=[CH:15][C:16]([S:19]([CH3:22])(=[O:21])=[O:20])=[CH:17][CH:18]=1. (2) Given the reactants [Br:1][C:2]1[CH:3]=[CH:4][C:5]2[O:6][CH2:7][CH2:8][NH:9][C:10]=2[N:11]=1.[C:12]1([CH3:22])[CH:17]=[CH:16][CH:15]=[C:14]([S:18](Cl)(=[O:20])=[O:19])[CH:13]=1, predict the reaction product. The product is: [Br:1][C:2]1[CH:3]=[CH:4][C:5]2[O:6][CH2:7][CH2:8][N:9]([S:18]([C:14]3[CH:13]=[C:12]([CH3:22])[CH:17]=[CH:16][CH:15]=3)(=[O:20])=[O:19])[C:10]=2[N:11]=1. (3) Given the reactants [CH3:1][O:2][C:3]1[CH:8]=[CH:7][C:6]([S:9][CH2:10][CH2:11][NH:12][C:13]([N:15]2[CH2:20][CH2:19][O:18][CH2:17][CH2:16]2)=[O:14])=[CH:5][CH:4]=1.C=O.[C:23]1(C)C=CC(S(O)(=O)=O)=CC=1, predict the reaction product. The product is: [CH3:1][O:2][C:3]1[CH:4]=[CH:5][C:6]2[S:9][CH2:10][CH2:11][N:12]([C:13]([N:15]3[CH2:20][CH2:19][O:18][CH2:17][CH2:16]3)=[O:14])[CH2:23][C:7]=2[CH:8]=1. (4) Given the reactants [N+](CCCC)(CCCC)(CCCC)CCCC.[F-].[Si]([O:26][CH2:27][C@@H:28]1[N:32]([CH3:33])[C:31](=[O:34])[CH2:30][CH2:29]1)(C(C)(C)C)(C)C, predict the reaction product. The product is: [OH:26][CH2:27][C@@H:28]1[N:32]([CH3:33])[C:31](=[O:34])[CH2:30][CH2:29]1. (5) Given the reactants [N+:1]([C:4]1[CH:11]=[CH:10][C:7]([CH:8]=O)=[CH:6][CH:5]=1)([O-:3])=[O:2].[CH3:12][O:13][C:14]1[CH:15]=[C:16]([CH:20]=[CH:21][C:22]=1[O:23][CH3:24])[CH2:17][C:18]#[N:19], predict the reaction product. The product is: [CH3:12][O:13][C:14]1[CH:15]=[C:16](/[C:17](=[CH:8]/[C:7]2[CH:10]=[CH:11][C:4]([N+:1]([O-:3])=[O:2])=[CH:5][CH:6]=2)/[C:18]#[N:19])[CH:20]=[CH:21][C:22]=1[O:23][CH3:24]. (6) Given the reactants [C:1]([O:8][CH2:9][CH3:10])(=[O:7])[C:2]([O:4]CC)=O.[CH3:11][C:12]1[CH:13]=[C:14]([Mg]Br)[CH:15]=[CH:16][CH:17]=1.Cl.C(OCC)(=O)C, predict the reaction product. The product is: [CH3:11][C:12]1[CH:17]=[C:16]([CH:15]=[CH:14][CH:13]=1)[C:2]([C:1]([O:8][CH2:9][CH3:10])=[O:7])=[O:4]. (7) The product is: [CH2:9]([O:11][C:12](=[O:30])[CH2:13][C:14]1[CH:19]=[CH:18][CH:17]=[C:16]([O:20][C:21]2[CH:26]=[CH:25][C:24]([CH3:27])=[CH:23][C:22]=2[CH2:28][N:3]2[CH2:4][CH2:5][O:1][C:2]2=[O:31])[CH:15]=1)[CH3:10]. Given the reactants [O:1]1[CH2:5][C:4](=O)[N:3]=[C-:2]1.[H-].[Na+].[CH2:9]([O:11][C:12](=[O:30])[CH2:13][C:14]1[CH:19]=[CH:18][CH:17]=[C:16]([O:20][C:21]2[CH:26]=[CH:25][C:24]([CH3:27])=[CH:23][C:22]=2[CH2:28]Br)[CH:15]=1)[CH3:10].[O:31]1CCOCC1, predict the reaction product. (8) The product is: [CH3:11][C:12]1[CH:17]=[C:16]([CH3:18])[CH:15]=[CH:14][C:13]=1[S:19]([NH:1][C:2]1[CH:6]=[CH:5][S:4][C:3]=1[C:7]([O:9][CH3:10])=[O:8])(=[O:20])=[O:21]. Given the reactants [NH2:1][C:2]1[CH:6]=[CH:5][S:4][C:3]=1[C:7]([O:9][CH3:10])=[O:8].[CH3:11][C:12]1[CH:17]=[C:16]([CH3:18])[CH:15]=[CH:14][C:13]=1[S:19](Cl)(=[O:21])=[O:20].N1C=CC=CC=1, predict the reaction product.